Dataset: Full USPTO retrosynthesis dataset with 1.9M reactions from patents (1976-2016). Task: Predict the reactants needed to synthesize the given product. Given the product [Cl:1][C:2]1[CH:3]=[CH:4][C:5]([O:35][CH3:36])=[C:6]([CH:34]=1)[CH2:7][CH:8]1[C:14](=[O:15])[N:13]([C:16]([NH:18][C@H:19]([CH2:31][CH3:32])[C:20]([NH:22][C:60]2[CH:48]=[CH:49][C:50]([OH:61])=[C:51]([CH:59]=2)[C:52]([OH:54])=[O:53])=[O:21])=[O:17])[CH2:12][C:11](=[O:33])[NH:10][CH2:9]1, predict the reactants needed to synthesize it. The reactants are: [Cl:1][C:2]1[CH:3]=[CH:4][C:5]([O:35][CH3:36])=[C:6]([CH:34]=1)[CH2:7][CH:8]1[C:14](=[O:15])[N:13]([C:16]([NH:18][CH:19]([CH2:31][CH3:32])[C:20]([NH:22]CC(OC(C)(C)C)=O)=[O:21])=[O:17])[CH2:12][C:11](=[O:33])[NH:10][CH2:9]1.Cl.C(OC(=O)CN)(C)(C)C.N[C:48]1[CH:60]=[CH:59][C:51]([C:52]([O:54]C(C)(C)C)=[O:53])=[C:50]([OH:61])[CH:49]=1.